Dataset: Forward reaction prediction with 1.9M reactions from USPTO patents (1976-2016). Task: Predict the product of the given reaction. (1) Given the reactants [Cl:1][C:2]1[C:7]([C:8]2[CH:13]=[CH:12][CH:11]=[CH:10][CH:9]=2)=[N:6][N:5]=[C:4]2[N:14]([CH2:23][C:24]([OH:26])=O)[N:15]=[C:16]([C:17]3[CH:22]=[CH:21][CH:20]=[CH:19][CH:18]=3)[C:3]=12.[NH:27]1[CH2:31][CH2:30][CH2:29][CH2:28]1.C(N(C(C)C)CC)(C)C.F[P-](F)(F)(F)(F)F.N1(OC(N(C)C)=[N+](C)C)C2N=CC=CC=2N=N1, predict the reaction product. The product is: [Cl:1][C:2]1[C:7]([C:8]2[CH:13]=[CH:12][CH:11]=[CH:10][CH:9]=2)=[N:6][N:5]=[C:4]2[N:14]([CH2:23][C:24]([N:27]3[CH2:31][CH2:30][CH2:29][CH2:28]3)=[O:26])[N:15]=[C:16]([C:17]3[CH:22]=[CH:21][CH:20]=[CH:19][CH:18]=3)[C:3]=12. (2) Given the reactants CC(OC(/N=N/C(OC(C)(C)C)=O)=O)(C)C.[OH:17][CH:18]1[CH2:23][CH2:22][N:21]([C:24](=[O:26])[CH3:25])[CH2:20][CH2:19]1.[CH3:27][O:28][C:29](=[O:38])[CH2:30][C:31]1[CH:36]=[CH:35][CH:34]=[CH:33][C:32]=1O.C1(P(C2C=CC=CC=2)C2C=CC=CC=2)C=CC=CC=1, predict the reaction product. The product is: [CH3:27][O:28][C:29](=[O:38])[CH2:30][C:31]1[CH:32]=[CH:33][CH:34]=[CH:35][C:36]=1[O:17][CH:18]1[CH2:23][CH2:22][N:21]([C:24](=[O:26])[CH3:25])[CH2:20][CH2:19]1. (3) Given the reactants [F:1][C:2]1[CH:7]=[CH:6][C:5]([N:8]2[CH2:13][CH2:12][N:11]([S:14]([CH2:17][CH:18]([NH:29][OH:30])[C:19]#[C:20][C:21]3[CH:26]=[CH:25][CH:24]=[C:23]([O:27][CH3:28])[CH:22]=3)(=[O:16])=[O:15])[CH2:10][CH2:9]2)=[CH:4][CH:3]=1.[CH:31](OC(=O)C)=[O:32], predict the reaction product. The product is: [F:1][C:2]1[CH:7]=[CH:6][C:5]([N:8]2[CH2:13][CH2:12][N:11]([S:14]([CH2:17][CH:18]([N:29]([OH:30])[CH:31]=[O:32])[C:19]#[C:20][C:21]3[CH:26]=[CH:25][CH:24]=[C:23]([O:27][CH3:28])[CH:22]=3)(=[O:16])=[O:15])[CH2:10][CH2:9]2)=[CH:4][CH:3]=1.